Dataset: Reaction yield outcomes from USPTO patents with 853,638 reactions. Task: Predict the reaction yield, written as a fraction of the theoretical maximum amount of product (1.0 means a 100% yield; for example, 0.34 means a 34% yield). (1) The reactants are C[O:2][C:3]([C:5](=[O:39])[NH:6][C:7]1[CH:12]=[CH:11][C:10]([CH2:13][N:14]([CH2:26][C:27]2[CH:32]=[CH:31][C:30]([Cl:33])=[C:29]([Cl:34])[CH:28]=2)[S:15]([C:18]2[CH:23]=[CH:22][CH:21]=[CH:20][C:19]=2[O:24][CH3:25])(=[O:17])=[O:16])=[CH:9][C:8]=1[C:35]([O:37]C)=[O:36])=[O:4].[Li+].[OH-]. The catalyst is CO.C1COCC1. The product is [Cl:34][C:29]1[CH:28]=[C:27]([CH2:26][N:14]([CH2:13][C:10]2[CH:11]=[CH:12][C:7]([NH:6][C:5]([C:3]([OH:4])=[O:2])=[O:39])=[C:8]([CH:9]=2)[C:35]([OH:37])=[O:36])[S:15]([C:18]2[CH:23]=[CH:22][CH:21]=[CH:20][C:19]=2[O:24][CH3:25])(=[O:17])=[O:16])[CH:32]=[CH:31][C:30]=1[Cl:33]. The yield is 0.200. (2) The reactants are [N:1]1[CH:6]=[CH:5][CH:4]=[C:3]([CH2:7][CH2:8][CH2:9]O)[CH:2]=1.[N:11]1C=CC=C[CH:12]=1.CS(Cl)(=O)=O.[C-]#N.[Na+]. The catalyst is C(Cl)Cl.O. The product is [N:1]1[CH:6]=[CH:5][CH:4]=[C:3]([CH2:7][CH2:8][CH2:9][C:12]#[N:11])[CH:2]=1. The yield is 0.570. (3) The reactants are [Cl:1][C:2]1[CH:3]=[N+:4]([O-:46])[CH:5]=[C:6]([Cl:45])[C:7]=1[CH2:8][C@@H:9]([C:30]1[CH:35]=[CH:34][C:33]([O:36][CH:37]([F:39])[F:38])=[C:32]([O:40][CH2:41][CH:42]2[CH2:44][CH2:43]2)[CH:31]=1)[O:10][C:11]([CH:13]1[N:17]([S:18]([C:21]2[CH:26]=[CH:25][C:24]([N+:27]([O-])=O)=[CH:23][CH:22]=2)(=[O:20])=[O:19])[CH2:16][CH2:15][S:14]1)=[O:12].O.O.[Sn](Cl)Cl. The catalyst is C1COCC1. The product is [NH2:27][C:24]1[CH:23]=[CH:22][C:21]([S:18]([N:17]2[CH2:16][CH2:15][S:14][CH:13]2[C:11]([O:10][C@H:9]([C:30]2[CH:35]=[CH:34][C:33]([O:36][CH:37]([F:38])[F:39])=[C:32]([O:40][CH2:41][CH:42]3[CH2:44][CH2:43]3)[CH:31]=2)[CH2:8][C:7]2[C:2]([Cl:1])=[CH:3][N+:4]([O-:46])=[CH:5][C:6]=2[Cl:45])=[O:12])(=[O:20])=[O:19])=[CH:26][CH:25]=1. The yield is 0.810.